This data is from Peptide-MHC class I binding affinity with 185,985 pairs from IEDB/IMGT. The task is: Regression. Given a peptide amino acid sequence and an MHC pseudo amino acid sequence, predict their binding affinity value. This is MHC class I binding data. (1) The peptide sequence is VFLPNTHNL. The MHC is HLA-A11:01 with pseudo-sequence HLA-A11:01. The binding affinity (normalized) is 0.0847. (2) The peptide sequence is MQQSGDEAF. The MHC is HLA-A30:01 with pseudo-sequence HLA-A30:01. The binding affinity (normalized) is 0.0847.